Predict which catalyst facilitates the given reaction. From a dataset of Catalyst prediction with 721,799 reactions and 888 catalyst types from USPTO. (1) The catalyst class is: 21. Reactant: II.C([O:5][CH:6](OCC)[CH:7]1[C:16]2([CH2:21][CH2:20][N:19]([C:22]([O:24][CH2:25][C:26]3[CH:31]=[CH:30][CH:29]=[CH:28][CH:27]=3)=[O:23])[CH2:18][CH2:17]2)[O:15][C:14]2[C:9](=[CH:10][CH:11]=[CH:12][CH:13]=2)[C:8]1=[O:32])C. Product: [OH:5][CH:6]=[C:7]1[C:16]2([CH2:21][CH2:20][N:19]([C:22]([O:24][CH2:25][C:26]3[CH:31]=[CH:30][CH:29]=[CH:28][CH:27]=3)=[O:23])[CH2:18][CH2:17]2)[O:15][C:14]2[C:9](=[CH:10][CH:11]=[CH:12][CH:13]=2)[C:8]1=[O:32]. (2) Product: [S:56]1[CH:57]=[C:53]([C:27]2[CH:28]=[C:29]3[C:35]([CH:36]([C:38]4[CH:39]=[C:40]5[C:45](=[CH:46][CH:47]=4)[N:44]=[CH:43][CH:42]=[CH:41]5)[CH3:37])=[N:34][O:33][C:30]3=[N:31][CH:32]=2)[N:54]=[CH:55]1. The catalyst class is: 3. Reactant: C1(P(C2CCCCC2)C2C=CC=CC=2C2C=CC=CC=2)CCCCC1.Br[C:27]1[CH:28]=[C:29]2[C:35]([CH:36]([C:38]3[CH:39]=[C:40]4[C:45](=[CH:46][CH:47]=3)[N:44]=[CH:43][CH:42]=[CH:41]4)[CH3:37])=[N:34][O:33][C:30]2=[N:31][CH:32]=1.C([Sn](CCCC)(CCCC)[C:53]1[N:54]=[CH:55][S:56][CH:57]=1)CCC. (3) Reactant: [OH-].[Na+].C([O:5][C:6](=[O:32])[CH2:7][C:8]1[CH:31]=[CH:30][C:11]2[N:12]([C:15]3[C:16]4[CH2:29][CH2:28][CH2:27][C:17]=4[N:18]=[C:19]([C:21]4[S:22][C:23]([Cl:26])=[CH:24][CH:25]=4)[N:20]=3)[CH:13]=[N:14][C:10]=2[CH:9]=1)C.Cl. Product: [Cl:26][C:23]1[S:22][C:21]([C:19]2[N:20]=[C:15]([N:12]3[C:11]4[CH:30]=[CH:31][C:8]([CH2:7][C:6]([OH:32])=[O:5])=[CH:9][C:10]=4[N:14]=[CH:13]3)[C:16]3[CH2:29][CH2:28][CH2:27][C:17]=3[N:18]=2)=[CH:25][CH:24]=1. The catalyst class is: 1. (4) Reactant: O1CCOCC1.[ClH:7].[F:8][C:9]1[CH:54]=[CH:53][CH:52]=[C:51]([F:55])[C:10]=1[CH2:11][O:12][C:13]([C:22]1[CH:27]=[CH:26][C:25]([C:28]2([S:41]([C:44]3[CH:49]=[CH:48][C:47]([F:50])=[CH:46][CH:45]=3)(=[O:43])=[O:42])[CH2:32][CH2:31][N:30]([CH2:33][C:34]([O:36]C(C)(C)C)=[O:35])[CH2:29]2)=[CH:24][CH:23]=1)([C:18]([F:21])([F:20])[F:19])[C:14]([F:17])([F:16])[F:15]. Product: [ClH:7].[F:8][C:9]1[CH:54]=[CH:53][CH:52]=[C:51]([F:55])[C:10]=1[CH2:11][O:12][C:13]([C:22]1[CH:23]=[CH:24][C:25]([C:28]2([S:41]([C:44]3[CH:49]=[CH:48][C:47]([F:50])=[CH:46][CH:45]=3)(=[O:42])=[O:43])[CH2:32][CH2:31][N:30]([CH2:33][C:34]([OH:36])=[O:35])[CH2:29]2)=[CH:26][CH:27]=1)([C:14]([F:15])([F:16])[F:17])[C:18]([F:21])([F:20])[F:19]. The catalyst class is: 4.